This data is from NCI-60 drug combinations with 297,098 pairs across 59 cell lines. The task is: Regression. Given two drug SMILES strings and cell line genomic features, predict the synergy score measuring deviation from expected non-interaction effect. (1) Drug 1: C1=C(C(=O)NC(=O)N1)N(CCCl)CCCl. Drug 2: CCN(CC)CCCC(C)NC1=C2C=C(C=CC2=NC3=C1C=CC(=C3)Cl)OC. Cell line: HT29. Synergy scores: CSS=47.9, Synergy_ZIP=-1.34, Synergy_Bliss=3.00, Synergy_Loewe=-2.31, Synergy_HSA=4.74. (2) Drug 1: C1CCC(C1)C(CC#N)N2C=C(C=N2)C3=C4C=CNC4=NC=N3. Drug 2: C1CCN(CC1)CCOC2=CC=C(C=C2)C(=O)C3=C(SC4=C3C=CC(=C4)O)C5=CC=C(C=C5)O. Cell line: SK-MEL-5. Synergy scores: CSS=-17.4, Synergy_ZIP=13.6, Synergy_Bliss=10.8, Synergy_Loewe=-1.33, Synergy_HSA=-8.54. (3) Drug 1: CC(C)(C#N)C1=CC(=CC(=C1)CN2C=NC=N2)C(C)(C)C#N. Drug 2: C1CN(P(=O)(OC1)NCCCl)CCCl. Cell line: NCI-H522. Synergy scores: CSS=-5.57, Synergy_ZIP=1.82, Synergy_Bliss=-0.238, Synergy_Loewe=-2.02, Synergy_HSA=-2.13. (4) Drug 1: CC1OCC2C(O1)C(C(C(O2)OC3C4COC(=O)C4C(C5=CC6=C(C=C35)OCO6)C7=CC(=C(C(=C7)OC)O)OC)O)O. Drug 2: CC1C(C(CC(O1)OC2CC(OC(C2O)C)OC3=CC4=CC5=C(C(=O)C(C(C5)C(C(=O)C(C(C)O)O)OC)OC6CC(C(C(O6)C)O)OC7CC(C(C(O7)C)O)OC8CC(C(C(O8)C)O)(C)O)C(=C4C(=C3C)O)O)O)O. Cell line: HOP-92. Synergy scores: CSS=30.5, Synergy_ZIP=-6.94, Synergy_Bliss=-0.864, Synergy_Loewe=-0.631, Synergy_HSA=0.435.